Dataset: Reaction yield outcomes from USPTO patents with 853,638 reactions. Task: Predict the reaction yield, written as a fraction of the theoretical maximum amount of product (1.0 means a 100% yield; for example, 0.34 means a 34% yield). (1) The reactants are Br[CH2:2][C:3]1[O:4][C:5]2[CH:11]=[CH:10][CH:9]=[CH:8][C:6]=2[CH:7]=1.[CH3:12][C:13]1([CH3:27])[C:17]([CH3:19])([CH3:18])[O:16][B:15]([C:20]2[CH:25]=[CH:24][C:23]([OH:26])=[CH:22][CH:21]=2)[O:14]1.C(=O)([O-])[O-].[K+].[K+]. The catalyst is C(#N)C. The product is [CH3:18][C:17]1([CH3:19])[C:13]([CH3:12])([CH3:27])[O:14][B:15]([C:20]2[CH:25]=[CH:24][C:23]([O:26][CH2:2][C:3]3[O:4][C:5]4[CH:11]=[CH:10][CH:9]=[CH:8][C:6]=4[CH:7]=3)=[CH:22][CH:21]=2)[O:16]1. The yield is 0.630. (2) The reactants are [C:1]([O:5][C:6](=[O:27])[NH:7][C:8]1([C:12]2[CH:17]=[CH:16][C:15]([C:18](=[O:26])[CH2:19][C:20]3[CH:25]=[CH:24][CH:23]=[CH:22][CH:21]=3)=[CH:14][CH:13]=2)[CH2:11][CH2:10][CH2:9]1)([CH3:4])([CH3:3])[CH3:2].CO[CH:30](OC)[N:31]([CH3:33])[CH3:32]. No catalyst specified. The product is [C:1]([O:5][C:6](=[O:27])[NH:7][C:8]1([C:12]2[CH:13]=[CH:14][C:15]([C:18](=[O:26])[C:19]([C:20]3[CH:25]=[CH:24][CH:23]=[CH:22][CH:21]=3)=[CH:30][N:31]([CH3:33])[CH3:32])=[CH:16][CH:17]=2)[CH2:11][CH2:10][CH2:9]1)([CH3:4])([CH3:2])[CH3:3]. The yield is 1.00. (3) The reactants are Br[C:2]1[CH:10]=[CH:9][C:8]([C:11]([NH2:13])=[O:12])=[C:7]2[C:3]=1[CH:4]=[CH:5][NH:6]2.CC1(C)C(C)(C)OB([C:22]2[CH:23]=[C:24]([CH:26]=[CH:27][CH:28]=2)[NH2:25])O1.C(=O)([O-])[O-].[Na+].[Na+]. The yield is 0.630. The product is [NH2:25][C:24]1[CH:23]=[C:22]([C:2]2[CH:10]=[CH:9][C:8]([C:11]([NH2:13])=[O:12])=[C:7]3[C:3]=2[CH:4]=[CH:5][NH:6]3)[CH:28]=[CH:27][CH:26]=1. The catalyst is C1C=CC(P(C2C=CC=CC=2)[C-]2C=CC=C2)=CC=1.C1C=CC(P(C2C=CC=CC=2)[C-]2C=CC=C2)=CC=1.Cl[Pd]Cl.[Fe+2]. (4) The reactants are [OH-].[Na+].[Br:3][C:4]1[CH:9]=[CH:8][C:7]([C@@H:10]2[CH2:12][C@H:11]2[C:13]([O:15]CC)=[O:14])=[CH:6][CH:5]=1. The catalyst is CO. The product is [Br:3][C:4]1[CH:5]=[CH:6][C:7]([C@@H:10]2[CH2:12][C@H:11]2[C:13]([OH:15])=[O:14])=[CH:8][CH:9]=1. The yield is 0.720. (5) The reactants are [CH3:1][C:2]([NH:11][C:12](=[O:41])[CH2:13][N:14]1[C:18]([CH2:19][C:20]2[CH:25]=[CH:24][C:23]([F:26])=[CH:22][CH:21]=2)=[CH:17][C:16]([C:27]2[N:28]=[N:29][N:30](CC3C=CC(OC)=CC=3)[CH:31]=2)=[N:15]1)([CH3:10])[CH2:3][N:4]1[CH2:9][CH2:8][O:7][CH2:6][CH2:5]1. The catalyst is C(O)(C(F)(F)F)=O. The product is [CH3:10][C:2]([NH:11][C:12](=[O:41])[CH2:13][N:14]1[C:18]([CH2:19][C:20]2[CH:25]=[CH:24][C:23]([F:26])=[CH:22][CH:21]=2)=[CH:17][C:16]([C:27]2[N:28]=[N:29][NH:30][CH:31]=2)=[N:15]1)([CH3:1])[CH2:3][N:4]1[CH2:5][CH2:6][O:7][CH2:8][CH2:9]1. The yield is 0.380. (6) The reactants are [CH3:1][C:2]1[CH:8]=[C:7]([C:9]2[CH:10]=[N:11][N:12]([CH3:14])[CH:13]=2)[CH:6]=[CH:5][C:3]=1[NH2:4].[CH:15](O)=[O:16]. No catalyst specified. The product is [CH3:1][C:2]1[CH:8]=[C:7]([C:9]2[CH:10]=[N:11][N:12]([CH3:14])[CH:13]=2)[CH:6]=[CH:5][C:3]=1[NH:4][CH:15]=[O:16]. The yield is 0.340. (7) The reactants are [NH2:1][C:2]1[C:7]([C:8]#[N:9])=[C:6]([CH:10]2[CH2:15][CH2:14][CH2:13][CH:12]([C:16]([O:18]C)=[O:17])[CH2:11]2)[CH:5]=[C:4]([C:20]2[CH:25]=[CH:24][CH:23]=[CH:22][C:21]=2[OH:26])[N:3]=1.Cl. The catalyst is [OH-].[Na+].C1COCC1.O. The product is [NH2:1][C:2]1[C:7]([C:8]#[N:9])=[C:6]([CH:10]2[CH2:15][CH2:14][CH2:13][CH:12]([C:16]([OH:18])=[O:17])[CH2:11]2)[CH:5]=[C:4]([C:20]2[CH:25]=[CH:24][CH:23]=[CH:22][C:21]=2[OH:26])[N:3]=1. The yield is 0.720. (8) The reactants are C(N(C(C)C)CC)(C)C.Cl.Cl.[F:12][C:13]1[CH:14]=[CH:15][C:16]([CH2:19][NH2:20])=[N:17][CH:18]=1.Cl[C:22]1[C:27]([N+:28]([O-:30])=[O:29])=[CH:26][N:25]=[C:24]([C:31]2[N:35]3[CH:36]=[C:37]([F:40])[CH:38]=[CH:39][C:34]3=[N:33][CH:32]=2)[N:23]=1. The catalyst is O1CCCC1. The product is [F:40][C:37]1[CH:38]=[CH:39][C:34]2[N:35]([C:31]([C:24]3[N:25]=[C:26]([NH:20][CH2:19][C:16]4[CH:15]=[CH:14][C:13]([F:12])=[CH:18][N:17]=4)[C:27]([N+:28]([O-:30])=[O:29])=[CH:22][N:23]=3)=[CH:32][N:33]=2)[CH:36]=1. The yield is 0.930. (9) The reactants are [NH2:1][C:2]1[C:9]([OH:10])=[C:8]([F:11])[C:7]([C:12]2[CH:17]=[CH:16][CH:15]=[CH:14][CH:13]=2)=[C:6]([CH3:18])[C:3]=1[C:4]#[N:5].C(N(CC)CC)C.[C:26]1([C:31](Cl)=[O:32])[CH2:30][CH2:29][CH2:28][CH:27]=1.C(O)(=O)CC(CC(O)=O)(C(O)=O)O. The catalyst is C(#N)C. The product is [C:26]1([C:31]([O:10][C:9]2[C:8]([F:11])=[C:7]([C:12]3[CH:13]=[CH:14][CH:15]=[CH:16][CH:17]=3)[C:6]([CH3:18])=[C:3]([C:4]#[N:5])[C:2]=2[NH2:1])=[O:32])[CH2:30][CH2:29][CH2:28][CH:27]=1. The yield is 0.770.